This data is from Forward reaction prediction with 1.9M reactions from USPTO patents (1976-2016). The task is: Predict the product of the given reaction. Given the reactants [CH3:1][C:2]1([CH3:29])[C:11]2[C:6](=[C:7]([CH2:12][O:13]C3CCCCO3)[CH:8]=[CH:9][CH:10]=2)[N:5]([CH2:20][O:21][CH2:22][CH2:23][Si:24]([CH3:27])([CH3:26])[CH3:25])[C:4](=[O:28])[CH2:3]1.C1(C)C=CC(S([O-])(=O)=O)=CC=1.[NH+]1C=CC=CC=1, predict the reaction product. The product is: [OH:13][CH2:12][C:7]1[CH:8]=[CH:9][CH:10]=[C:11]2[C:6]=1[N:5]([CH2:20][O:21][CH2:22][CH2:23][Si:24]([CH3:26])([CH3:25])[CH3:27])[C:4](=[O:28])[CH2:3][C:2]2([CH3:29])[CH3:1].